Dataset: Reaction yield outcomes from USPTO patents with 853,638 reactions. Task: Predict the reaction yield, written as a fraction of the theoretical maximum amount of product (1.0 means a 100% yield; for example, 0.34 means a 34% yield). (1) The reactants are [Cl:1][C:2]1[C:7]([Cl:8])=[CH:6][C:5]([N+:9]([O-:11])=[O:10])=[C:4](Cl)[N:3]=1.CCN(C(C)C)C(C)C.[CH:22]([O:25][C:26]1[NH:30][N:29]=[C:28]([NH2:31])[CH:27]=1)([CH3:24])[CH3:23]. The catalyst is C1COCC1. The product is [Cl:8][C:7]1[CH:6]=[C:5]([N+:9]([O-:11])=[O:10])[C:4]([NH:31][C:28]2[CH:27]=[C:26]([O:25][CH:22]([CH3:24])[CH3:23])[NH:30][N:29]=2)=[N:3][C:2]=1[Cl:1]. The yield is 0.270. (2) The reactants are [F:1][C:2]([F:27])([F:26])[CH2:3][N:4]1[C:8]2[N:9]=[C:10]([C:19]3[CH:25]=[CH:24][C:22]([NH2:23])=[CH:21][CH:20]=3)[N:11]=[C:12]([N:13]3[CH2:18][CH2:17][O:16][CH2:15][CH2:14]3)[C:7]=2[CH:6]=[CH:5]1.ClC(Cl)(O[C:32](=[O:38])OC(Cl)(Cl)Cl)Cl.[CH3:40][N:41]1[CH2:46][CH2:45][N:44]([C:47]2[CH:53]=[CH:52][C:50]([NH2:51])=[CH:49][CH:48]=2)[CH2:43][CH2:42]1. No catalyst specified. The product is [CH3:40][N:41]1[CH2:42][CH2:43][N:44]([C:47]2[CH:53]=[CH:52][C:50]([NH:51][C:32]([NH:23][C:22]3[CH:24]=[CH:25][C:19]([C:10]4[N:11]=[C:12]([N:13]5[CH2:18][CH2:17][O:16][CH2:15][CH2:14]5)[C:7]5[CH:6]=[CH:5][N:4]([CH2:3][C:2]([F:26])([F:1])[F:27])[C:8]=5[N:9]=4)=[CH:20][CH:21]=3)=[O:38])=[CH:49][CH:48]=2)[CH2:45][CH2:46]1. The yield is 0.680.